This data is from Full USPTO retrosynthesis dataset with 1.9M reactions from patents (1976-2016). The task is: Predict the reactants needed to synthesize the given product. (1) Given the product [C:1]([C:3]1[CH:4]=[C:5]([C:16]2[CH:15]=[C:14]3[C:19](=[CH:18][CH:17]=2)[NH:11][C:12](=[O:27])[C:13]23[CH2:23][CH2:22][CH2:21][CH2:20]2)[CH:6]=[CH:7][C:8]=1[F:9])#[N:2], predict the reactants needed to synthesize it. The reactants are: [C:1]([C:3]1[CH:4]=[C:5](Br)[CH:6]=[CH:7][C:8]=1[F:9])#[N:2].[NH:11]1[C:19]2[C:14](=[CH:15][CH:16]=[CH:17][CH:18]=2)[C:13]2([CH:23](B(O)O)[CH2:22][CH2:21][CH2:20]2)[C:12]1=[O:27].C([O-])(=O)C.[Na+].[OH-].[Na+]. (2) The reactants are: CS(O[CH2:6][CH2:7][N:8]1[CH:12]=[C:11]([CH2:13][C:14]([NH:16][CH2:17][C:18]2[CH:23]=[CH:22][C:21]([F:24])=[CH:20][C:19]=2[Cl:25])=[O:15])[C:10]([C:26]([F:29])([F:28])[F:27])=[N:9]1)(=O)=O.[NH2:30][CH2:31][CH2:32][OH:33].CN1CCCC1=O. Given the product [Cl:25][C:19]1[CH:20]=[C:21]([F:24])[CH:22]=[CH:23][C:18]=1[CH2:17][NH:16][C:14](=[O:15])[CH2:13][C:11]1[C:10]([C:26]([F:28])([F:27])[F:29])=[N:9][N:8]([CH2:7][CH2:6][NH:30][CH2:31][CH2:32][OH:33])[CH:12]=1, predict the reactants needed to synthesize it. (3) The reactants are: P(Cl)(Cl)(Cl)(Cl)Cl.[CH3:7][C:8]1[C:16]([N+:17]([O-:19])=[O:18])=[CH:15][C:11]([C:12]([NH2:14])=O)=[CH:10][C:9]=1[N+:20]([O-:22])=[O:21].O.[OH-].[NH4+]. Given the product [CH3:7][C:8]1[C:16]([N+:17]([O-:19])=[O:18])=[CH:15][C:11]([C:12]#[N:14])=[CH:10][C:9]=1[N+:20]([O-:22])=[O:21], predict the reactants needed to synthesize it.